The task is: Predict the reaction yield, written as a fraction of the theoretical maximum amount of product (1.0 means a 100% yield; for example, 0.34 means a 34% yield).. This data is from Reaction yield outcomes from USPTO patents with 853,638 reactions. (1) The reactants are C([O:8][C:9]1[CH:10]=[C:11]2[C:16](=[CH:17][CH:18]=1)[C:15](=[O:19])[N:14]([CH2:20][CH:21]([CH3:23])[CH3:22])[C:13]([CH2:24][NH:25][C:26](=[O:32])[O:27][C:28]([CH3:31])([CH3:30])[CH3:29])=[C:12]2[C:33]1[CH:38]=[CH:37][CH:36]=[CH:35][C:34]=1[F:39])C1C=CC=CC=1. The catalyst is C(O)C.[C].[Pd]. The product is [F:39][C:34]1[CH:35]=[CH:36][CH:37]=[CH:38][C:33]=1[C:12]1[C:11]2[C:16](=[CH:17][CH:18]=[C:9]([OH:8])[CH:10]=2)[C:15](=[O:19])[N:14]([CH2:20][CH:21]([CH3:23])[CH3:22])[C:13]=1[CH2:24][NH:25][C:26](=[O:32])[O:27][C:28]([CH3:29])([CH3:31])[CH3:30]. The yield is 0.942. (2) The reactants are [F:1][C:2]1[CH:3]=[CH:4][C:5]([CH3:12])=[C:6]([NH:8][C:9](=[O:11])[CH3:10])[CH:7]=1.[Br:13]Br. The catalyst is CC(O)=O. The product is [Br:13][C:3]1[C:2]([F:1])=[CH:7][C:6]([NH:8][C:9](=[O:11])[CH3:10])=[C:5]([CH3:12])[CH:4]=1. The yield is 0.878. (3) The reactants are [C:1]([O:5][C:6]([N:8]1[C@@H:12]([CH2:13][CH2:14][C:15]2[CH:20]=[CH:19][C:18]([NH2:21])=[CH:17][CH:16]=2)[CH2:11][O:10][C:9]1([CH3:23])[CH3:22])=[O:7])([CH3:4])([CH3:3])[CH3:2].Cl[C:25]1[CH:30]=[CH:29][C:28]([C:31]([F:34])([F:33])[F:32])=[CH:27][N:26]=1.C(=O)([O-])[O-].[K+].[K+]. The catalyst is C1(C)C=CC=CC=1. The product is [C:1]([O:5][C:6]([N:8]1[C@@H:12]([CH2:13][CH2:14][C:15]2[CH:16]=[CH:17][C:18]([NH:21][C:25]3[CH:30]=[CH:29][C:28]([C:31]([F:34])([F:33])[F:32])=[CH:27][N:26]=3)=[CH:19][CH:20]=2)[CH2:11][O:10][C:9]1([CH3:23])[CH3:22])=[O:7])([CH3:4])([CH3:2])[CH3:3]. The yield is 0.380. (4) The reactants are [N+:1](=[C:3]([C:11](=[O:13])[CH3:12])[C:4]([O:6][C:7]([CH3:10])([CH3:9])[CH3:8])=[O:5])=[N-].[C:14](N)(=[O:21])[C:15]1[CH:20]=[CH:19][CH:18]=[CH:17][CH:16]=1. The catalyst is ClCCCl.C([O-])(=O)C.C([O-])(=O)C.C([O-])(=O)C.C([O-])(=O)C.[Rh+3].[Rh+3]. The product is [C:14]([NH:1][CH:3]([C:11](=[O:13])[CH3:12])[C:4]([O:6][C:7]([CH3:10])([CH3:9])[CH3:8])=[O:5])(=[O:21])[C:15]1[CH:20]=[CH:19][CH:18]=[CH:17][CH:16]=1. The yield is 0.510. (5) The reactants are [CH3:1][O:2][CH2:3][C:4]1[CH:9]=[CH:8][C:7]([OH:10])=[C:6]([N+:11]([O-])=O)[CH:5]=1. The catalyst is C(O)C.[Pt](=O)=O. The product is [NH2:11][C:6]1[CH:5]=[C:4]([CH2:3][O:2][CH3:1])[CH:9]=[CH:8][C:7]=1[OH:10]. The yield is 0.850. (6) The reactants are Cl.Cl.[CH3:3][O:4][C:5]1[CH:6]=[C:7]([NH2:12])[C:8]([NH2:11])=[CH:9][CH:10]=1.[C:13](OCC)(=[O:19])[C:14](OCC)=[O:15].CCN(CC)CC. No catalyst specified. The product is [CH3:3][O:4][C:5]1[CH:6]=[C:7]2[C:8](=[CH:9][CH:10]=1)[N:11]=[C:14]([OH:15])[C:13]([OH:19])=[N:12]2. The yield is 0.690. (7) The reactants are [C:1]([S:5][CH2:6][C:7]1([CH3:14])[NH:11][C:10](=[O:12])[NH:9][C:8]1=[O:13])([CH3:4])([CH3:3])[CH3:2].[OH-:15].[K+]. The catalyst is C1(C)C=CC=CC=1. The product is [C:10]([NH:11][C@:7]([CH3:14])([C:8]([OH:15])=[O:13])[CH2:6][S:5][C:1]([CH3:4])([CH3:3])[CH3:2])(=[O:12])[NH2:9]. The yield is 0.880. (8) The reactants are [NH:1]1[C:9]2[CH:8]=[CH:7][CH:6]=[C:5]([CH:10]=[O:11])[C:4]=2[CH:3]=[CH:2]1.[H-].[Na+].[CH2:14](I)[CH3:15].O. The catalyst is CN(C=O)C. The product is [CH2:14]([N:1]1[C:9]2[CH:8]=[CH:7][CH:6]=[C:5]([CH:10]=[O:11])[C:4]=2[CH:3]=[CH:2]1)[CH3:15]. The yield is 0.990.